Dataset: NCI-60 drug combinations with 297,098 pairs across 59 cell lines. Task: Regression. Given two drug SMILES strings and cell line genomic features, predict the synergy score measuring deviation from expected non-interaction effect. (1) Drug 1: COC1=NC(=NC2=C1N=CN2C3C(C(C(O3)CO)O)O)N. Drug 2: CN(CCCl)CCCl.Cl. Cell line: U251. Synergy scores: CSS=25.8, Synergy_ZIP=-1.42, Synergy_Bliss=-3.06, Synergy_Loewe=-37.0, Synergy_HSA=-2.77. (2) Drug 1: CCC1=CC2CC(C3=C(CN(C2)C1)C4=CC=CC=C4N3)(C5=C(C=C6C(=C5)C78CCN9C7C(C=CC9)(C(C(C8N6C)(C(=O)OC)O)OC(=O)C)CC)OC)C(=O)OC.C(C(C(=O)O)O)(C(=O)O)O. Drug 2: CC1=C(C(=O)C2=C(C1=O)N3CC4C(C3(C2COC(=O)N)OC)N4)N. Cell line: MALME-3M. Synergy scores: CSS=37.8, Synergy_ZIP=-1.42, Synergy_Bliss=-3.18, Synergy_Loewe=-1.19, Synergy_HSA=1.10. (3) Drug 1: C1=C(C(=O)NC(=O)N1)F. Drug 2: CCC1(CC2CC(C3=C(CCN(C2)C1)C4=CC=CC=C4N3)(C5=C(C=C6C(=C5)C78CCN9C7C(C=CC9)(C(C(C8N6C)(C(=O)OC)O)OC(=O)C)CC)OC)C(=O)OC)O.OS(=O)(=O)O. Cell line: COLO 205. Synergy scores: CSS=73.0, Synergy_ZIP=-5.66, Synergy_Bliss=-10.7, Synergy_Loewe=-9.54, Synergy_HSA=-9.18. (4) Drug 1: C1C(C(OC1N2C=C(C(=O)NC2=O)F)CO)O. Drug 2: CN1C2=C(C=C(C=C2)N(CCCl)CCCl)N=C1CCCC(=O)O.Cl. Cell line: T-47D. Synergy scores: CSS=-4.09, Synergy_ZIP=2.71, Synergy_Bliss=2.43, Synergy_Loewe=-4.23, Synergy_HSA=-4.26. (5) Drug 2: CCN(CC)CCCC(C)NC1=C2C=C(C=CC2=NC3=C1C=CC(=C3)Cl)OC. Drug 1: C1=NC(=NC(=O)N1C2C(C(C(O2)CO)O)O)N. Synergy scores: CSS=16.9, Synergy_ZIP=-6.40, Synergy_Bliss=-0.367, Synergy_Loewe=-4.55, Synergy_HSA=1.39. Cell line: UACC-257. (6) Synergy scores: CSS=43.0, Synergy_ZIP=5.44, Synergy_Bliss=8.38, Synergy_Loewe=-24.7, Synergy_HSA=8.52. Drug 2: CC1C(C(CC(O1)OC2CC(CC3=C2C(=C4C(=C3O)C(=O)C5=CC=CC=C5C4=O)O)(C(=O)C)O)N)O. Drug 1: CC12CCC3C(C1CCC2OP(=O)(O)O)CCC4=C3C=CC(=C4)OC(=O)N(CCCl)CCCl.[Na+]. Cell line: M14. (7) Drug 1: CC12CCC(CC1=CCC3C2CCC4(C3CC=C4C5=CN=CC=C5)C)O. Drug 2: CC1CCCC2(C(O2)CC(NC(=O)CC(C(C(=O)C(C1O)C)(C)C)O)C(=CC3=CSC(=N3)C)C)C. Cell line: NCI-H522. Synergy scores: CSS=2.60, Synergy_ZIP=-1.35, Synergy_Bliss=-0.977, Synergy_Loewe=-3.47, Synergy_HSA=-1.48. (8) Synergy scores: CSS=42.7, Synergy_ZIP=1.00, Synergy_Bliss=-1.28, Synergy_Loewe=-8.31, Synergy_HSA=-0.508. Drug 2: C1=CC(=CC=C1CCC2=CNC3=C2C(=O)NC(=N3)N)C(=O)NC(CCC(=O)O)C(=O)O. Cell line: LOX IMVI. Drug 1: C1CCC(C1)C(CC#N)N2C=C(C=N2)C3=C4C=CNC4=NC=N3.